This data is from NCI-60 drug combinations with 297,098 pairs across 59 cell lines. The task is: Regression. Given two drug SMILES strings and cell line genomic features, predict the synergy score measuring deviation from expected non-interaction effect. Drug 1: CC1CCC2CC(C(=CC=CC=CC(CC(C(=O)C(C(C(=CC(C(=O)CC(OC(=O)C3CCCCN3C(=O)C(=O)C1(O2)O)C(C)CC4CCC(C(C4)OC)O)C)C)O)OC)C)C)C)OC. Drug 2: CC1CCCC2(C(O2)CC(NC(=O)CC(C(C(=O)C(C1O)C)(C)C)O)C(=CC3=CSC(=N3)C)C)C. Cell line: HOP-92. Synergy scores: CSS=23.2, Synergy_ZIP=-6.58, Synergy_Bliss=-2.04, Synergy_Loewe=-6.14, Synergy_HSA=-0.343.